From a dataset of Catalyst prediction with 721,799 reactions and 888 catalyst types from USPTO. Predict which catalyst facilitates the given reaction. Reactant: [Cl:1][C:2]1[CH:7]=[CH:6][C:5]([C:8]2[N:12]([CH3:13])[CH:11]=[N:10][C:9]=2[C:14]2[CH:19]=[CH:18][C:17]([Cl:20])=[CH:16][C:15]=2[Cl:21])=[CH:4][CH:3]=1.[Li]CCCC.Cl[C:28]([O:30][CH2:31][CH3:32])=[O:29]. Product: [Cl:21][C:15]1[CH:16]=[C:17]([Cl:20])[CH:18]=[CH:19][C:14]=1[C:9]1[N:10]=[C:11]([C:28]([O:30][CH2:31][CH3:32])=[O:29])[N:12]([CH3:13])[C:8]=1[C:5]1[CH:4]=[CH:3][C:2]([Cl:1])=[CH:7][CH:6]=1. The catalyst class is: 134.